Task: Predict the product of the given reaction.. Dataset: Forward reaction prediction with 1.9M reactions from USPTO patents (1976-2016) (1) The product is: [NH2:1][C:2]1[C:10]([F:11])=[CH:9][CH:8]=[CH:7][C:3]=1[CH2:4][OH:5]. Given the reactants [NH2:1][C:2]1[C:10]([F:11])=[CH:9][CH:8]=[CH:7][C:3]=1[C:4](O)=[O:5].C1COCC1.[H-].[Al+3].[Li+].[H-].[H-].[H-], predict the reaction product. (2) Given the reactants [CH3:1][O:2][C:3]1[CH:4]=[C:5]([S:11]([NH:14][CH2:15][CH2:16][N:17]([CH:31]2[CH2:33][CH2:32]2)[S:18]([C:21]2[CH:26]=[CH:25][C:24]([O:27][CH3:28])=[C:23]([O:29][CH3:30])[CH:22]=2)(=[O:20])=[O:19])(=[O:13])=[O:12])[CH:6]=[CH:7][C:8]=1[O:9][CH3:10].I[CH2:35][CH3:36].C(=O)([O-])[O-].[K+].[K+], predict the reaction product. The product is: [CH3:30][O:29][C:23]1[CH:22]=[C:21]([S:18]([N:17]([CH:31]2[CH2:32][CH2:33]2)[CH2:16][CH2:15][N:14]([CH2:35][CH3:36])[S:11]([C:5]2[CH:6]=[CH:7][C:8]([O:9][CH3:10])=[C:3]([O:2][CH3:1])[CH:4]=2)(=[O:12])=[O:13])(=[O:20])=[O:19])[CH:26]=[CH:25][C:24]=1[O:27][CH3:28].